Dataset: Reaction yield outcomes from USPTO patents with 853,638 reactions. Task: Predict the reaction yield, written as a fraction of the theoretical maximum amount of product (1.0 means a 100% yield; for example, 0.34 means a 34% yield). (1) The reactants are [F:1][C:2]1[CH:10]=[C:9]([F:11])[CH:8]=[CH:7][C:3]=1[C:4]([NH2:6])=[O:5].[CH3:12][N:13]([CH:15](OC)OC)[CH3:14]. No catalyst specified. The product is [CH3:12][N:13]([CH3:15])/[CH:14]=[N:6]/[C:4](=[O:5])[C:3]1[CH:7]=[CH:8][C:9]([F:11])=[CH:10][C:2]=1[F:1]. The yield is 0.910. (2) The product is [C:20]([C:22]1[CH:23]=[CH:24][C:25]([C:26]([NH:28][NH:29][C:14](=[O:16])[C@H:13]([NH:12][C:6]2[C:7]3[CH:11]=[CH:10][S:9][C:8]=3[C:3]([C:1]#[N:2])=[CH:4][CH:5]=2)[C@@H:17]([OH:19])[CH3:18])=[O:27])=[CH:30][CH:31]=1)#[N:21]. The yield is 0.680. The reactants are [C:1]([C:3]1[C:8]2[S:9][CH:10]=[CH:11][C:7]=2[C:6]([NH:12][C@H:13]([C@@H:17]([OH:19])[CH3:18])[C:14]([OH:16])=O)=[CH:5][CH:4]=1)#[N:2].[C:20]([C:22]1[CH:31]=[CH:30][C:25]([C:26]([NH:28][NH2:29])=[O:27])=[CH:24][CH:23]=1)#[N:21].C1C=CC2N(O)N=NC=2C=1.C(Cl)CCl.CCN(CC)CC. The catalyst is C1COCC1. (3) The product is [OH:39][C:38]1[C:37]([OH:43])=[C:22]([C:23]([O:25][CH:26]([CH3:28])[CH3:27])=[O:24])[N:14]([C:11]2[CH:10]=[CH:9][C:8]([O:7][CH3:6])=[CH:13][CH:12]=2)[C:15]=1[C:16]([O:18][CH:19]([CH3:21])[CH3:20])=[O:17]. No catalyst specified. The yield is 0.0100. The reactants are CC(C)[O-].[Li+].[CH3:6][O:7][C:8]1[CH:13]=[CH:12][C:11]([N:14]([CH2:22][C:23]([O:25][CH:26]([CH3:28])[CH3:27])=[O:24])[CH2:15][C:16]([O:18][CH:19]([CH3:21])[CH3:20])=[O:17])=[CH:10][CH:9]=1.BrCC(OC(C)C)=O.[C:37](OCC)(=[O:43])[C:38](OCC)=[O:39]. (4) The reactants are [CH3:1][N:2]1[CH2:7][CH2:6][N:5]([C:8]2[CH:14]=[CH:13][C:11]([NH2:12])=[CH:10][CH:9]=2)[CH2:4][CH2:3]1.P(=O)(O)(O)O.[N+]([O-])(O)=O.[N:24]([O-])=O.[Na+].[CH3:28][C:29](=[O:34])[CH2:30][C:31](=[O:33])[CH3:32].C([O-])(=O)C.[K+].C([O-])([O-])=O.[Na+].[Na+]. The catalyst is C(O)C. The product is [CH3:1][N:2]1[CH2:3][CH2:4][N:5]([C:8]2[CH:14]=[CH:13][C:11]([NH:12][N:24]=[C:30]([C:29](=[O:34])[CH3:28])[C:31](=[O:33])[CH3:32])=[CH:10][CH:9]=2)[CH2:6][CH2:7]1. The yield is 0.390.